From a dataset of Catalyst prediction with 721,799 reactions and 888 catalyst types from USPTO. Predict which catalyst facilitates the given reaction. Reactant: C([N:8]1[CH2:16][C:15]2[C:10](=[CH:11][CH:12]=[C:13]([O:17][C:18]3[CH:26]=[CH:25][C:21]([C:22]([NH2:24])=[O:23])=[CH:20][N:19]=3)[CH:14]=2)[CH2:9]1)C1C=CC=CC=1.[H][H]. Product: [CH2:9]1[C:10]2[C:15](=[CH:14][C:13]([O:17][C:18]3[CH:26]=[CH:25][C:21]([C:22]([NH2:24])=[O:23])=[CH:20][N:19]=3)=[CH:12][CH:11]=2)[CH2:16][NH:8]1. The catalyst class is: 256.